This data is from Peptide-MHC class II binding affinity with 134,281 pairs from IEDB. The task is: Regression. Given a peptide amino acid sequence and an MHC pseudo amino acid sequence, predict their binding affinity value. This is MHC class II binding data. (1) The peptide sequence is EQQWNFAGIEAAASA. The MHC is HLA-DQA10101-DQB10501 with pseudo-sequence HLA-DQA10101-DQB10501. The binding affinity (normalized) is 0.232. (2) The peptide sequence is AETAVNTLFEKLEPM. The binding affinity (normalized) is 0.546. The MHC is HLA-DPA10301-DPB10402 with pseudo-sequence HLA-DPA10301-DPB10402. (3) The peptide sequence is VHQVFGGAFRSLFGGMSW. The MHC is DRB1_0301 with pseudo-sequence DRB1_0301. The binding affinity (normalized) is 0.105. (4) The peptide sequence is PSAEFRRTAPPSLYG. The MHC is DRB1_0405 with pseudo-sequence DRB1_0405. The binding affinity (normalized) is 0.751. (5) The peptide sequence is STQLIMPVPGILLTG. The MHC is DRB1_0101 with pseudo-sequence DRB1_0101. The binding affinity (normalized) is 1.00. (6) The binding affinity (normalized) is 0.226. The peptide sequence is EKKYAAATQFEPLAA. The MHC is HLA-DQA10101-DQB10501 with pseudo-sequence HLA-DQA10101-DQB10501. (7) The peptide sequence is AVHVWLRLPAGRVEI. The MHC is HLA-DQA10102-DQB10602 with pseudo-sequence HLA-DQA10102-DQB10602. The binding affinity (normalized) is 0.0990. (8) The peptide sequence is MASSSSVLLVVVLFA. The MHC is DRB1_1602 with pseudo-sequence DRB1_1602. The binding affinity (normalized) is 0.176. (9) The peptide sequence is PSEPWNTGHDWILAD. The MHC is DRB1_1301 with pseudo-sequence DRB1_1301. The binding affinity (normalized) is 0.246. (10) The peptide sequence is VYMDAVFEYTIDCDG. The MHC is DRB3_0301 with pseudo-sequence DRB3_0301. The binding affinity (normalized) is 0.